Dataset: Full USPTO retrosynthesis dataset with 1.9M reactions from patents (1976-2016). Task: Predict the reactants needed to synthesize the given product. (1) Given the product [F:15][C:16]([F:35])([F:34])[S:17]([O:1][C:2]1[CH:3]=[C:4]([N+:12]([O-:14])=[O:13])[C:5]([CH:6]=[O:7])=[CH:8][C:9]=1[O:10][CH3:11])(=[O:19])=[O:18], predict the reactants needed to synthesize it. The reactants are: [OH:1][C:2]1[C:9]([O:10][CH3:11])=[CH:8][C:5]([CH:6]=[O:7])=[C:4]([N+:12]([O-:14])=[O:13])[CH:3]=1.[F:15][C:16]([F:35])([F:34])[S:17](N(C1C=CC=CC=1)[S:17]([C:16]([F:35])([F:34])[F:15])(=[O:19])=[O:18])(=[O:19])=[O:18]. (2) Given the product [CH:16]1([CH2:15][C@H:11]([CH2:10][N:9]([CH:21]=[O:22])[OH:8])[C:12]([NH:24][C@@H:25]([CH2:44][C:45]2[CH:46]=[CH:47][CH:48]=[CH:49][CH:50]=2)[C:26]([N:28]2[CH2:33][CH2:32][CH:31]([NH:34][C:35](=[O:43])[C:36]3[CH:41]=[CH:40][C:39]([F:42])=[CH:38][CH:37]=3)[CH2:30][CH2:29]2)=[O:27])=[O:14])[CH2:17][CH2:18][CH2:19][CH2:20]1, predict the reactants needed to synthesize it. The reactants are: C([O:8][N:9]([CH:21]=[O:22])[CH2:10][C@@H:11]([CH2:15][CH:16]1[CH2:20][CH2:19][CH2:18][CH2:17]1)[C:12]([OH:14])=O)C1C=CC=CC=1.Cl.[NH2:24][C@@H:25]([CH2:44][C:45]1[CH:50]=[CH:49][CH:48]=[CH:47][CH:46]=1)[C:26]([N:28]1[CH2:33][CH2:32][CH:31]([NH:34][C:35](=[O:43])[C:36]2[CH:41]=[CH:40][C:39]([F:42])=[CH:38][CH:37]=2)[CH2:30][CH2:29]1)=[O:27]. (3) Given the product [Cl:20][C:4]1[CH:3]=[C:2]([NH:27][CH:21]2[CH2:26][CH2:25][CH2:24][CH2:23][CH2:22]2)[N:7]2[N:8]=[C:9]([NH:11][C:12](=[O:19])[C:13]3[CH:18]=[CH:17][CH:16]=[N:15][CH:14]=3)[N:10]=[C:6]2[CH:5]=1, predict the reactants needed to synthesize it. The reactants are: Cl[C:2]1[N:7]2[N:8]=[C:9]([NH:11][C:12](=[O:19])[C:13]3[CH:18]=[CH:17][CH:16]=[N:15][CH:14]=3)[N:10]=[C:6]2[CH:5]=[C:4]([Cl:20])[CH:3]=1.[CH:21]1([NH2:27])[CH2:26][CH2:25][CH2:24][CH2:23][CH2:22]1. (4) Given the product [ClH:53].[ClH:53].[CH:39]1([C@H:13]([NH:12][C:10](=[O:11])[C@H:9]([CH3:45])[NH:7][CH3:6])[C:14]([N:16]2[C@H:21]([C:22]([NH:23][C@H:24]3[C:33]4[C:28](=[CH:29][CH:30]=[CH:31][CH:32]=4)[O:27][CH2:26][CH2:25]3)=[O:34])[CH2:20][N:19]3[C@@H:35]4[CH2:38][C@@H:36]4[CH2:37][C@@H:18]3[CH2:17]2)=[O:15])[CH2:40][CH2:41][CH2:42][CH2:43][CH2:44]1, predict the reactants needed to synthesize it. The reactants are: C(O[C:6](=O)[N:7]([C@@H:9]([CH3:45])[C:10]([NH:12][C@@H:13]([CH:39]1[CH2:44][CH2:43][CH2:42][CH2:41][CH2:40]1)[C:14]([N:16]1[C@H:21]([C:22](=[O:34])[NH:23][C@H:24]2[C:33]3[C:28](=[CH:29][CH:30]=[CH:31][CH:32]=3)[O:27][CH2:26][CH2:25]2)[CH2:20][N:19]2[C@@H:35]3[CH2:38][C@@H:36]3[CH2:37][C@@H:18]2[CH2:17]1)=[O:15])=[O:11])C)(C)(C)C.C(OCC)(=O)C.[ClH:53].